Task: Predict the reaction yield, written as a fraction of the theoretical maximum amount of product (1.0 means a 100% yield; for example, 0.34 means a 34% yield).. Dataset: Reaction yield outcomes from USPTO patents with 853,638 reactions (1) The reactants are Br[C:2]1[N:7]=[C:6]([C:8]([OH:10])=[O:9])[CH:5]=[CH:4][CH:3]=1.[F:11][C:12]1[CH:17]=[CH:16][CH:15]=[CH:14][C:13]=1B(O)O. The catalyst is C1C=CC(P(C2C=CC=CC=2)[C-]2C=CC=C2)=CC=1.C1C=CC(P(C2C=CC=CC=2)[C-]2C=CC=C2)=CC=1.Cl[Pd]Cl.[Fe+2].C(Cl)Cl. The product is [F:11][C:12]1[CH:17]=[CH:16][CH:15]=[CH:14][C:13]=1[C:2]1[N:7]=[C:6]([C:8]([OH:10])=[O:9])[CH:5]=[CH:4][CH:3]=1. The yield is 0.930. (2) The reactants are [F:1][C:2]1[CH:28]=[C:27]([F:29])[CH:26]=[CH:25][C:3]=1[O:4][CH:5]1[CH2:10][CH2:9][N:8]([C:11]2[N:12]=[C:13]3[CH2:24][CH2:23][NH:22][CH2:21][C:14]3=[N:15][C:16]=2[NH:17][CH:18]([CH3:20])[CH3:19])[CH2:7][CH2:6]1.CCN(C(C)C)C(C)C.[C:39](O[C:39](=[O:42])[CH2:40][CH3:41])(=[O:42])[CH2:40][CH3:41]. The catalyst is C(Cl)Cl. The product is [F:1][C:2]1[CH:28]=[C:27]([F:29])[CH:26]=[CH:25][C:3]=1[O:4][CH:5]1[CH2:6][CH2:7][N:8]([C:11]2[N:12]=[C:13]3[CH2:24][CH2:23][N:22]([C:39](=[O:42])[CH2:40][CH3:41])[CH2:21][C:14]3=[N:15][C:16]=2[NH:17][CH:18]([CH3:20])[CH3:19])[CH2:9][CH2:10]1. The yield is 0.930.